From a dataset of Reaction yield outcomes from USPTO patents with 853,638 reactions. Predict the reaction yield, written as a fraction of the theoretical maximum amount of product (1.0 means a 100% yield; for example, 0.34 means a 34% yield). (1) The reactants are [CH2:1]([C:3]1[NH:8][C:7](=O)[CH:6]=[C:5]([C:10]2[CH:15]=[CH:14][CH:13]=[CH:12][C:11]=2[O:16][CH3:17])[N:4]=1)[CH3:2].P(Cl)(Cl)([Cl:20])=O. No catalyst specified. The product is [Cl:20][C:7]1[CH:6]=[C:5]([C:10]2[CH:15]=[CH:14][CH:13]=[CH:12][C:11]=2[O:16][CH3:17])[N:4]=[C:3]([CH2:1][CH3:2])[N:8]=1. The yield is 0.740. (2) The reactants are [CH3:1][CH:2]([C:4]1[N:8]=[C:7]([N:9]2[CH2:14][CH2:13][CH:12]([CH:15]([OH:17])[CH3:16])[CH2:11][CH2:10]2)[O:6][N:5]=1)[CH3:3].[CH3:18][S:19](Cl)(=[O:21])=[O:20].CCN(CC)CC. No catalyst specified. The product is [CH3:18][S:19]([O:17][CH:15]([CH:12]1[CH2:13][CH2:14][N:9]([C:7]2[O:6][N:5]=[C:4]([CH:2]([CH3:1])[CH3:3])[N:8]=2)[CH2:10][CH2:11]1)[CH3:16])(=[O:21])=[O:20]. The yield is 1.00. (3) The reactants are [N:1]12CCCN=C1CCCC[CH2:2]2.[Br:12][C:13]1[C:22]2[C:17](=[CH:18][CH:19]=[CH:20][CH:21]=2)[CH:16]=[N+:15]([O-])[CH:14]=1.C([Si](C)(C)C)#N. The catalyst is C1COCC1. The product is [Br:12][C:13]1[C:22]2[C:17](=[CH:18][CH:19]=[CH:20][CH:21]=2)[C:16]([C:2]#[N:1])=[N:15][CH:14]=1. The yield is 0.820. (4) The reactants are [C:1]1([C:7]2[CH:15]=[CH:14][C:10]([C:11]([NH2:13])=O)=[CH:9][CH:8]=2)[CH:6]=[CH:5][CH:4]=[CH:3][CH:2]=1.B.Cl.[OH-].[Na+]. The catalyst is C1COCC1. The product is [C:1]1([C:7]2[CH:8]=[CH:9][C:10]([CH2:11][NH2:13])=[CH:14][CH:15]=2)[CH:2]=[CH:3][CH:4]=[CH:5][CH:6]=1. The yield is 0.930. (5) The yield is 0.480. The product is [Cl:1][C:2]1[N:3]=[C:4]([N:12]2[CH2:17][CH2:16][O:15][CH2:14][CH2:13]2)[C:5]2[O:10][CH:9]=[CH:8][C:6]=2[N:7]=1. The reactants are [Cl:1][C:2]1[N:3]=[C:4](Cl)[C:5]2[O:10][CH:9]=[CH:8][C:6]=2[N:7]=1.[NH:12]1[CH2:17][CH2:16][O:15][CH2:14][CH2:13]1. The catalyst is CO. (6) The reactants are [CH3:1][C:2]1[O:6][C:5]([C:7]2[CH:12]=[CH:11][CH:10]=[CH:9][CH:8]=2)=[N:4][C:3]=1[CH2:13][O:14][C:15]1[CH:19]=[C:18]([C:20](OC)=[O:21])[O:17][N:16]=1.[H-].C([Al+]CC(C)C)C(C)C.Cl. The catalyst is O1CCCC1. The product is [CH3:1][C:2]1[O:6][C:5]([C:7]2[CH:8]=[CH:9][CH:10]=[CH:11][CH:12]=2)=[N:4][C:3]=1[CH2:13][O:14][C:15]1[CH:19]=[C:18]([CH2:20][OH:21])[O:17][N:16]=1. The yield is 0.860. (7) The reactants are [I:1][C:2]1[C:7]([C:8](OCC)=[O:9])=[C:6]([CH3:13])[N:5]=[C:4]2[S:14][C:15]3[CH2:20][CH2:19][CH2:18][CH2:17][C:16]=3[C:3]=12.[H-].C([Al+]CC(C)C)C(C)C.Cl. The catalyst is C(Cl)Cl. The product is [I:1][C:2]1[C:7]([CH2:8][OH:9])=[C:6]([CH3:13])[N:5]=[C:4]2[S:14][C:15]3[CH2:20][CH2:19][CH2:18][CH2:17][C:16]=3[C:3]=12. The yield is 0.910. (8) The reactants are CO[C:3](=[O:24])[C:4]1[CH:9]=[CH:8][C:7]([O:10][CH2:11][C:12]2[C:13]([C:18]3[CH:23]=[CH:22][CH:21]=[CH:20][N:19]=3)=[N:14][O:15][C:16]=2[CH3:17])=[N:6][CH:5]=1.[NH2:25][CH2:26][CH:27]1[CH2:29][CH2:28]1. No catalyst specified. The product is [CH:27]1([CH2:26][NH:25][C:3](=[O:24])[C:4]2[CH:9]=[CH:8][C:7]([O:10][CH2:11][C:12]3[C:13]([C:18]4[CH:23]=[CH:22][CH:21]=[CH:20][N:19]=4)=[N:14][O:15][C:16]=3[CH3:17])=[N:6][CH:5]=2)[CH2:29][CH2:28]1. The yield is 0.850. (9) The reactants are [CH3:1][O:2][CH:3]([O:14][CH3:15])[C:4]1[CH:9]=[C:8]([CH3:10])[C:7]([CH2:11][NH2:12])=[C:6]([CH3:13])[CH:5]=1.CCN(CC)CC.[C:23](OC(=O)C)(=[O:25])[CH3:24]. The catalyst is CN(C1C=CN=CC=1)C.C(Cl)Cl. The product is [CH3:15][O:14][CH:3]([O:2][CH3:1])[C:4]1[CH:9]=[C:8]([CH3:10])[C:7]([CH2:11][NH:12][C:23](=[O:25])[CH3:24])=[C:6]([CH3:13])[CH:5]=1. The yield is 0.950. (10) The reactants are Br[C:2]1[N:3]=[CH:4][C:5]2[N:6]([CH:8]=[CH:9][N:10]=2)[CH:7]=1.C([O-])([O-])=O.[Cs+].[Cs+].[CH2:17]([O:19][C:20]([C:22]1[CH:27]=[CH:26][C:25](B(O)O)=[CH:24][CH:23]=1)=[O:21])[CH3:18]. The catalyst is C1(C)C=CC=CC=1.C1C=CC(P(C2C=CC=CC=2)[C-]2C=CC=C2)=CC=1.C1C=CC(P(C2C=CC=CC=2)[C-]2C=CC=C2)=CC=1.Cl[Pd]Cl.[Fe+2]. The product is [N:10]1[CH:9]=[CH:8][N:6]2[CH:7]=[C:2]([C:25]3[CH:26]=[CH:27][C:22]([C:20]([O:19][CH2:17][CH3:18])=[O:21])=[CH:23][CH:24]=3)[N:3]=[CH:4][C:5]=12. The yield is 0.390.